Task: Predict the product of the given reaction.. Dataset: Forward reaction prediction with 1.9M reactions from USPTO patents (1976-2016) (1) Given the reactants [C:1]12([C:11]3[CH:22]=[CH:21][C:14]([O:15][CH2:16][CH2:17][C:18]([OH:20])=O)=[CH:13][CH:12]=3)[CH2:10][CH:5]3[CH2:6][CH:7]([CH2:9][CH:3]([CH2:4]3)[CH2:2]1)[CH2:8]2.[CH3:23][N:24]([CH3:28])[CH2:25][CH2:26][NH2:27], predict the reaction product. The product is: [C:1]12([C:11]3[CH:12]=[CH:13][C:14]([O:15][CH2:16][CH2:17][C:18]([NH:27][CH2:26][CH2:25][N:24]([CH3:28])[CH3:23])=[O:20])=[CH:21][CH:22]=3)[CH2:8][CH:7]3[CH2:9][CH:3]([CH2:4][CH:5]([CH2:6]3)[CH2:10]1)[CH2:2]2. (2) The product is: [CH:7]1([N:5]2[CH:6]=[C:2]([C:17]([OH:19])=[O:18])[CH:3]=[N:4]2)[CH2:11][CH2:10][CH2:9][CH2:8]1. Given the reactants Br[C:2]1[CH:3]=[N:4][N:5]([CH:7]2[CH2:11][CH2:10][CH2:9][CH2:8]2)[CH:6]=1.[Li]CCCC.[C:17](=[O:19])=[O:18], predict the reaction product. (3) Given the reactants [F:1][C:2]1[CH:3]=[C:4]([C:9](=[O:11])[CH3:10])[CH:5]=[C:6]([F:8])[CH:7]=1.[Br:12]Br, predict the reaction product. The product is: [Br:12][CH2:10][C:9]([C:4]1[CH:3]=[C:2]([F:1])[CH:7]=[C:6]([F:8])[CH:5]=1)=[O:11]. (4) Given the reactants [Br:1][C:2]1[CH:11]=[C:10]2[C:5]([CH:6]=[CH:7][N:8]=[CH:9]2)=[CH:4][C:3]=1[OH:12].Cl[C:14]1[C:23]2[C:18](=[CH:19][C:20]([O:26][CH3:27])=[C:21]([O:24][CH3:25])[CH:22]=2)[N:17]=[CH:16][CH:15]=1.O, predict the reaction product. The product is: [Br:1][C:2]1[CH:11]=[C:10]2[C:5]([CH:6]=[CH:7][N:8]=[CH:9]2)=[CH:4][C:3]=1[O:12][C:14]1[C:23]2[C:18](=[CH:19][C:20]([O:26][CH3:27])=[C:21]([O:24][CH3:25])[CH:22]=2)[N:17]=[CH:16][CH:15]=1. (5) Given the reactants F[C:2]1[CH:7]=[CH:6][CH:5]=[CH:4][N:3]=1.[C:8]([CH:10]1[CH2:15][CH2:14][N:13]([C:16]([O:18][C:19]([CH3:22])([CH3:21])[CH3:20])=[O:17])[CH2:12][CH2:11]1)#[N:9].C[Si]([N-][Si](C)(C)C)(C)C.[K+], predict the reaction product. The product is: [C:8]([C:10]1([C:2]2[CH:7]=[CH:6][CH:5]=[CH:4][N:3]=2)[CH2:15][CH2:14][N:13]([C:16]([O:18][C:19]([CH3:22])([CH3:21])[CH3:20])=[O:17])[CH2:12][CH2:11]1)#[N:9].